From a dataset of Catalyst prediction with 721,799 reactions and 888 catalyst types from USPTO. Predict which catalyst facilitates the given reaction. (1) Reactant: CCN=C=NCCCN(C)C.CCN(CC)CC.[C:19]12([C:29](=[O:41])[CH2:30][O:31][C:32]3[CH:40]=[CH:39][C:35]([C:36](O)=[O:37])=[CH:34][CH:33]=3)[CH2:28][CH:23]3[CH2:24][CH:25]([CH2:27][CH:21]([CH2:22]3)[CH2:20]1)[CH2:26]2.[C:42]([NH2:46])([CH3:45])([CH3:44])[CH3:43]. Product: [C:19]12([C:29](=[O:41])[CH2:30][O:31][C:32]3[CH:40]=[CH:39][C:35]([C:36]([NH:46][C:42]([CH3:45])([CH3:44])[CH3:43])=[O:37])=[CH:34][CH:33]=3)[CH2:28][CH:23]3[CH2:22][CH:21]([CH2:27][CH:25]([CH2:24]3)[CH2:26]1)[CH2:20]2. The catalyst class is: 79. (2) Reactant: [C:1]([Si:5](Cl)([C:12]1[CH:17]=[CH:16][CH:15]=[CH:14][CH:13]=1)[C:6]1[CH:11]=[CH:10][CH:9]=[CH:8][CH:7]=1)([CH3:4])([CH3:3])[CH3:2].CN(C=O)C.[OH:24][CH2:25][CH2:26][N:27]([CH2:29][C:30]1[CH:39]=[CH:38][C:33]([C:34]([O:36][CH3:37])=[O:35])=[CH:32][CH:31]=1)[CH3:28].N1C=CN=C1. Product: [Si:5]([O:24][CH2:25][CH2:26][N:27]([CH2:29][C:30]1[CH:31]=[CH:32][C:33]([C:34]([O:36][CH3:37])=[O:35])=[CH:38][CH:39]=1)[CH3:28])([C:1]([CH3:4])([CH3:3])[CH3:2])([C:12]1[CH:17]=[CH:16][CH:15]=[CH:14][CH:13]=1)[C:6]1[CH:11]=[CH:10][CH:9]=[CH:8][CH:7]=1. The catalyst class is: 6. (3) Reactant: [C:1]([CH:4]([CH2:10][CH2:11][CH2:12][CH3:13])[C:5](OCC)=[O:6])(=O)[CH3:2].C(=O)(O)O.[NH2:18][C:19]([NH2:21])=[NH:20]. Product: [NH2:21][C:19]1[N:20]=[C:5]([OH:6])[C:4]([CH2:10][CH2:11][CH2:12][CH3:13])=[C:1]([CH3:2])[N:18]=1. The catalyst class is: 8. (4) Reactant: [Br:1][C:2]1[CH:7]=[CH:6][C:5]([S:8](Cl)(=[O:10])=[O:9])=[CH:4][C:3]=1[F:12].[NH:13]1[CH2:17][CH2:16][CH2:15][CH2:14]1. Product: [Br:1][C:2]1[CH:7]=[CH:6][C:5]([S:8]([N:13]2[CH2:17][CH2:16][CH2:15][CH2:14]2)(=[O:10])=[O:9])=[CH:4][C:3]=1[F:12]. The catalyst class is: 4. (5) Reactant: Br[C:2]1[CH:10]=[C:9]([C:11]([F:14])([F:13])[F:12])[CH:8]=[C:7]2[C:3]=1[CH:4]=[N:5][NH:6]2.CC1(C)C(C)(C)OB([C:23]2[CH:28]=[CH:27][N:26]=[C:25]([C:29]([O:31]C)=[O:30])[CH:24]=2)O1.[C:34]([O-:37])(O)=[O:35].[Na+]. Product: [C:34]([OH:37])([C:11]([F:14])([F:13])[F:12])=[O:35].[F:12][C:11]([F:14])([F:13])[C:9]1[CH:8]=[C:7]2[C:3]([CH:4]=[N:5][NH:6]2)=[C:2]([C:23]2[CH:28]=[CH:27][N:26]=[C:25]([C:29]([OH:31])=[O:30])[CH:24]=2)[CH:10]=1. The catalyst class is: 75. (6) Reactant: Br[C:2]1[CH:7]=[CH:6][C:5]([NH:8][C:9]2[C:17]3[C:12](=[CH:13][CH:14]=[CH:15][CH:16]=3)[NH:11][N:10]=2)=[CH:4][CH:3]=1.[B:18]1([B:18]2[O:22][C:21]([CH3:24])([CH3:23])[C:20]([CH3:26])([CH3:25])[O:19]2)[O:22][C:21]([CH3:24])([CH3:23])[C:20]([CH3:26])([CH3:25])[O:19]1.ClCCl.C([O-])(=O)C.[K+]. Product: [NH:11]1[C:12]2[C:17](=[CH:16][CH:15]=[CH:14][CH:13]=2)[C:9]([NH:8][C:5]2[CH:6]=[CH:7][C:2]([B:18]3[O:22][C:21]([CH3:24])([CH3:23])[C:20]([CH3:26])([CH3:25])[O:19]3)=[CH:3][CH:4]=2)=[N:10]1. The catalyst class is: 9. (7) Reactant: [CH3:1][C:2]([CH3:29])([CH:4]([OH:28])[C@H:5]([NH:8]C(C1C=CC=CC=1)(C1C=CC=CC=1)C1C=CC=CC=1)[CH2:6][CH3:7])[CH3:3].C(O)(C(F)(F)F)=O. Product: [NH2:8][C@H:5]([CH2:6][CH3:7])[CH:4]([OH:28])[C:2]([CH3:29])([CH3:3])[CH3:1]. The catalyst class is: 2. (8) Reactant: [OH:1][C@@H:2]([C@H:4]1[C:34](=[O:35])[N:6]2[C:7]([C:21]([O:23][CH2:24][C:25]3[CH:30]=[CH:29][C:28]([N+:31]([O-:33])=[O:32])=[CH:27][CH:26]=3)=[O:22])=[C:8]([C:11]3[S:15][C:14]4=[C:16]([S:19][CH3:20])[N:17]=[CH:18][N:13]4[CH:12]=3)[C@H:9]([CH3:10])[C@H:5]12)[CH3:3].[CH3:36][S:37]([O:40][CH2:41][CH2:42][N:43]([C:60]([O:62][CH2:63][C:64]1[CH:69]=[CH:68][C:67]([N+:70]([O-:72])=[O:71])=[CH:66][CH:65]=1)=[O:61])[CH2:44][CH:45]([NH2:59])C(OCC1C=CC([N+]([O-])=O)=CC=1)=O)(=[O:39])=[O:38]. Product: [CH3:36][S:37]([O-:40])(=[O:39])=[O:38].[OH:1][C@@H:2]([C@H:4]1[C:34](=[O:35])[N:6]2[C:7]([C:21]([O:23][CH2:24][C:25]3[CH:26]=[CH:27][C:28]([N+:31]([O-:33])=[O:32])=[CH:29][CH:30]=3)=[O:22])=[C:8]([C:11]3[S:15][C:14]4=[C:16]([S:19][CH3:20])[N:17]([CH2:41][CH2:42][N:43]([C:60]([O:62][CH2:63][C:64]5[CH:65]=[CH:66][C:67]([N+:70]([O-:72])=[O:71])=[CH:68][CH:69]=5)=[O:61])[CH2:44][CH2:45][NH:59][C:21]([O:23][CH2:24][C:25]5[CH:26]=[CH:27][C:28]([N+:31]([O-:33])=[O:32])=[CH:29][CH:30]=5)=[O:22])[CH:18]=[N+:13]4[CH:12]=3)[C@H:9]([CH3:10])[C@H:5]12)[CH3:3]. The catalyst class is: 4.